Task: Predict the product of the given reaction.. Dataset: Forward reaction prediction with 1.9M reactions from USPTO patents (1976-2016) (1) Given the reactants [Br:1][C:2]1[CH:7]=[CH:6][C:5]([C:8]2[N:12]([C:13]3[C:18]([Cl:19])=[CH:17][C:16]([Cl:20])=[CH:15][N:14]=3)[CH:11]=[N:10][C:9]=2[CH3:21])=[CH:4][CH:3]=1.[Cl:22]N1C(=O)CCC1=O, predict the reaction product. The product is: [Br:1][C:2]1[CH:3]=[CH:4][C:5]([C:8]2[N:12]([C:13]3[C:18]([Cl:19])=[CH:17][C:16]([Cl:20])=[CH:15][N:14]=3)[C:11]([Cl:22])=[N:10][C:9]=2[CH3:21])=[CH:6][CH:7]=1. (2) Given the reactants C[O:2][C:3]([C:5]1[S:25][C:8]2[N:9]=[CH:10][N:11]=[C:12]([NH:13][C:14]3[C:15]([O:20][CH2:21][CH:22]([F:24])[CH3:23])=[N:16][CH:17]=[CH:18][CH:19]=3)[C:7]=2[C:6]=1[CH3:26])=[O:4].[OH-].[Li+].Cl, predict the reaction product. The product is: [F:24][CH:22]([CH3:23])[CH2:21][O:20][C:15]1[C:14]([NH:13][C:12]2[C:7]3[C:6]([CH3:26])=[C:5]([C:3]([OH:4])=[O:2])[S:25][C:8]=3[N:9]=[CH:10][N:11]=2)=[CH:19][CH:18]=[CH:17][N:16]=1.